Dataset: TCR-epitope binding with 47,182 pairs between 192 epitopes and 23,139 TCRs. Task: Binary Classification. Given a T-cell receptor sequence (or CDR3 region) and an epitope sequence, predict whether binding occurs between them. (1) The epitope is KMKDLSPRW. The TCR CDR3 sequence is CATSDPLSLQPQHF. Result: 0 (the TCR does not bind to the epitope). (2) The epitope is FLPRVFSAV. The TCR CDR3 sequence is CASSPTTGELFF. Result: 1 (the TCR binds to the epitope). (3) The epitope is FPRPWLHGL. The TCR CDR3 sequence is CASSLWGGASNEQYF. Result: 1 (the TCR binds to the epitope). (4) The epitope is FVDGVPFVV. The TCR CDR3 sequence is CASSLEGQGDGYTF. Result: 1 (the TCR binds to the epitope). (5) The epitope is TPQDLNTML. The TCR CDR3 sequence is CASSHPEGDVLTF. Result: 0 (the TCR does not bind to the epitope). (6) The epitope is KLPDDFTGCV. The TCR CDR3 sequence is CASSQGQKGGNTEAFF. Result: 1 (the TCR binds to the epitope).